From a dataset of Catalyst prediction with 721,799 reactions and 888 catalyst types from USPTO. Predict which catalyst facilitates the given reaction. (1) Reactant: [CH3:1][C:2]1[C:6]([C:7]2[CH:19]=[N:18][C:17]3[C:16]4[CH:15]=[CH:14][C:13]([C:20]([O:22][CH3:23])=[O:21])=[CH:12][C:11]=4[NH:10][C:9]=3[CH:8]=2)=[C:5]([CH3:24])[O:4][N:3]=1.[C:25]1([CH:31]([CH:33]2[CH2:38][CH2:37][O:36][CH2:35][CH2:34]2)O)[CH:30]=[CH:29][CH:28]=[CH:27][CH:26]=1.C1C=CC(P(C2C=CC=CC=2)C2C=CC=CC=2)=CC=1.CC(OC(/N=N/C(OC(C)C)=O)=O)C. Product: [CH3:1][C:2]1[C:6]([C:7]2[CH:19]=[N:18][C:17]3[C:16]4[CH:15]=[CH:14][C:13]([C:20]([O:22][CH3:23])=[O:21])=[CH:12][C:11]=4[N:10]([CH:31]([C:25]4[CH:30]=[CH:29][CH:28]=[CH:27][CH:26]=4)[CH:33]4[CH2:34][CH2:35][O:36][CH2:37][CH2:38]4)[C:9]=3[CH:8]=2)=[C:5]([CH3:24])[O:4][N:3]=1. The catalyst class is: 1. (2) Reactant: [Li+].[OH-].[C:3]1([CH2:9][O:10][C:11]2[CH:20]=[CH:19][C:18]([S:21]([N:24]3[CH2:29][CH2:28][CH2:27][CH2:26][CH2:25]3)(=[O:23])=[O:22])=[CH:17][C:12]=2[C:13]([O:15]C)=[O:14])[CH:8]=[CH:7][CH:6]=[CH:5][CH:4]=1.Cl. Product: [C:3]1([CH2:9][O:10][C:11]2[CH:20]=[CH:19][C:18]([S:21]([N:24]3[CH2:25][CH2:26][CH2:27][CH2:28][CH2:29]3)(=[O:23])=[O:22])=[CH:17][C:12]=2[C:13]([OH:15])=[O:14])[CH:8]=[CH:7][CH:6]=[CH:5][CH:4]=1. The catalyst class is: 253. (3) Reactant: [F:1][C:2]1[CH:7]=[CH:6][C:5]([CH:8]2[CH2:13][CH2:12][NH:11][CH2:10][CH:9]2[OH:14])=[CH:4][CH:3]=1.C(=O)([O-])[O-].[Na+].[Na+].[CH2:21](Br)[C:22]1[CH:27]=[CH:26][CH:25]=[CH:24][CH:23]=1. Product: [CH2:21]([N:11]1[CH2:12][CH2:13][CH:8]([C:5]2[CH:6]=[CH:7][C:2]([F:1])=[CH:3][CH:4]=2)[CH:9]([OH:14])[CH2:10]1)[C:22]1[CH:27]=[CH:26][CH:25]=[CH:24][CH:23]=1. The catalyst class is: 8. (4) Reactant: [CH2:1]([NH2:8])[C:2]1[CH:7]=[CH:6][CH:5]=[CH:4][CH:3]=1.[C:9]([O:13][C:14]([N:16]1[C@H:21]([CH:22]=O)[CH2:20][C@H:19]2[C@@H:17]1[CH2:18]2)=[O:15])([CH3:12])([CH3:11])[CH3:10].C(O[BH-](OC(=O)C)OC(=O)C)(=O)C.[Na+].O. Product: [C:9]([O:13][C:14]([N:16]1[C@H:21]([CH2:22][NH:8][CH2:1][C:2]2[CH:7]=[CH:6][CH:5]=[CH:4][CH:3]=2)[CH2:20][C@H:19]2[C@@H:17]1[CH2:18]2)=[O:15])([CH3:12])([CH3:10])[CH3:11]. The catalyst class is: 2. (5) Reactant: C([O:3][C:4]([C:6]1[CH:10]=[C:9]([C:11]2[CH:15]=[CH:14][N:13]([CH3:16])[CH:12]=2)[N:8]([C:17]2[CH:18]=[N:19][CH:20]=[CH:21][CH:22]=2)[N:7]=1)=[O:5])C.[OH-].[Na+]. Product: [CH3:16][N:13]1[CH:14]=[CH:15][C:11]([C:9]2[N:8]([C:17]3[CH:18]=[N:19][CH:20]=[CH:21][CH:22]=3)[N:7]=[C:6]([C:4]([OH:5])=[O:3])[CH:10]=2)=[CH:12]1. The catalyst class is: 7. (6) Reactant: [F:1][C:2]([F:38])([F:37])[C:3]1[CH:4]=[C:5]([CH:30]=[C:31]([C:33]([F:36])([F:35])[F:34])[CH:32]=1)[CH2:6][N:7]([CH3:29])[C:8](=[O:28])[C:9]1[C:14]([C:15]2[CH:20]=[CH:19][CH:18]=[CH:17][C:16]=2[CH3:21])=[CH:13][C:12]([C:22]#[C:23][Si](C)(C)C)=[N:11][CH:10]=1.[OH-].[K+].[Cl-].[NH4+]. Product: [F:35][C:33]([F:34])([F:36])[C:31]1[CH:30]=[C:5]([CH:4]=[C:3]([C:2]([F:38])([F:37])[F:1])[CH:32]=1)[CH2:6][N:7]([CH3:29])[C:8](=[O:28])[C:9]1[C:14]([C:15]2[CH:20]=[CH:19][CH:18]=[CH:17][C:16]=2[CH3:21])=[CH:13][C:12]([C:22]#[CH:23])=[N:11][CH:10]=1. The catalyst class is: 5. (7) Reactant: [Cl:1][C:2]1[CH:38]=[CH:37][C:5]([CH2:6][O:7][C:8]2[CH:13]=[CH:12][N:11]([C:14]3[CH:15]=[CH:16][C:17]4[C:18]5[CH2:28][N:27](C(OCCCC)=O)[CH2:26][CH2:25][CH2:24][C:19]=5[N:20]([CH3:23])[C:21]=4[CH:22]=3)[C:10](=[O:36])[CH:9]=2)=[CH:4][CH:3]=1.FC(F)(F)C(O)=O. Product: [ClH:1].[Cl:1][C:2]1[CH:3]=[CH:4][C:5]([CH2:6][O:7][C:8]2[CH:13]=[CH:12][N:11]([C:14]3[CH:15]=[CH:16][C:17]4[C:18]5[CH2:28][NH:27][CH2:26][CH2:25][CH2:24][C:19]=5[N:20]([CH3:23])[C:21]=4[CH:22]=3)[C:10](=[O:36])[CH:9]=2)=[CH:37][CH:38]=1. The catalyst class is: 4. (8) Reactant: [C:1]([C:3]1[CH:15]=[CH:14][C:6]2[CH:7]([CH2:10][C:11](O)=[O:12])[O:8][CH2:9][C:5]=2[CH:4]=1)#[N:2].C(N(C(C)C)CC)(C)C.ClC(OCC)=O.[BH4-].[Na+]. Product: [OH:12][CH2:11][CH2:10][CH:7]1[C:6]2[CH:14]=[CH:15][C:3]([C:1]#[N:2])=[CH:4][C:5]=2[CH2:9][O:8]1. The catalyst class is: 30. (9) Reactant: [C:1]([C:5]1[CH:6]=[C:7]([CH:36]=[CH:37][CH:38]=1)[CH2:8][N:9]1[C@@H:17]2[C@H:12]([C@H:13]([CH2:20][C:21]3[CH:26]=[CH:25][C:24]([NH:27][C:28](=[O:33])[CH2:29][N:30]([CH3:32])[CH3:31])=[C:23]([F:34])[CH:22]=3)[CH2:14][S:15](=[O:19])(=[O:18])[CH2:16]2)[O:11]C1=O)([CH3:4])([CH3:3])[CH3:2]. Product: [C:1]([C:5]1[CH:6]=[C:7]([CH:36]=[CH:37][CH:38]=1)[CH2:8][NH:9][C@H:17]1[CH2:16][S:15](=[O:19])(=[O:18])[CH2:14][C@@H:13]([CH2:20][C:21]2[CH:26]=[CH:25][C:24]([NH:27][C:28](=[O:33])[CH2:29][N:30]([CH3:31])[CH3:32])=[C:23]([F:34])[CH:22]=2)[C@@H:12]1[OH:11])([CH3:4])([CH3:2])[CH3:3]. The catalyst class is: 11.